This data is from Full USPTO retrosynthesis dataset with 1.9M reactions from patents (1976-2016). The task is: Predict the reactants needed to synthesize the given product. The reactants are: [CH3:1][N:2]([CH3:33])[C:3]1[C:12](/[CH:13]=[CH:14]/[C:15]2[N:20]=[C:19]([N:21]3[CH2:25][CH2:24][CH2:23][CH2:22]3)[CH:18]=[C:17]([NH:26][CH:27]3[CH2:32][CH2:31][O:30][CH2:29][CH2:28]3)[N:16]=2)=[N:11][C:10]2[C:5](=[CH:6][CH:7]=[CH:8][CH:9]=2)[N:4]=1.[ClH:34]. Given the product [ClH:34].[ClH:34].[CH3:33][N:2]([CH3:1])[C:3]1[C:12](/[CH:13]=[CH:14]/[C:15]2[N:20]=[C:19]([N:21]3[CH2:25][CH2:24][CH2:23][CH2:22]3)[CH:18]=[C:17]([NH:26][CH:27]3[CH2:28][CH2:29][O:30][CH2:31][CH2:32]3)[N:16]=2)=[N:11][C:10]2[C:5](=[CH:6][CH:7]=[CH:8][CH:9]=2)[N:4]=1.[CH3:33][N:2]([CH3:1])[C:3]1[C:12](/[CH:13]=[CH:14]/[C:15]2[N:20]=[C:19]([N:21]3[CH2:25][CH2:24][CH2:23][CH2:22]3)[CH:18]=[C:17]([NH:26][CH:27]3[CH2:28][CH2:29][O:30][CH2:31][CH2:32]3)[N:16]=2)=[N:11][C:10]2[C:5](=[CH:6][CH:7]=[CH:8][CH:9]=2)[N:4]=1, predict the reactants needed to synthesize it.